This data is from CYP2D6 inhibition data for predicting drug metabolism from PubChem BioAssay. The task is: Regression/Classification. Given a drug SMILES string, predict its absorption, distribution, metabolism, or excretion properties. Task type varies by dataset: regression for continuous measurements (e.g., permeability, clearance, half-life) or binary classification for categorical outcomes (e.g., BBB penetration, CYP inhibition). Dataset: cyp2d6_veith. The compound is CC(C)NCCOCCSc1ccc(Cl)cc1.O=C(O)C(=O)O. The result is 1 (inhibitor).